Dataset: Catalyst prediction with 721,799 reactions and 888 catalyst types from USPTO. Task: Predict which catalyst facilitates the given reaction. (1) Reactant: C(OC(=O)[NH:10][C:11]1[C:12]([C:24]([NH:26][C:27]2[CH:28]=[N:29][CH:30]=[CH:31][C:32]=2[N:33]2[CH2:38][CH2:37][CH2:36][C@H:35]([NH:39]C(OC(C)(C)C)=O)[CH2:34]2)=[O:25])=[N:13][C:14]2[C:19]([CH:20]=1)=[CH:18][CH:17]=[C:16]([CH:21](O)[CH3:22])[CH:15]=2)C1C=CC=CC=1.C(N(S(F)(F)[F:54])CC)C.C([O-])(O)=O.[Na+].Br.CC(O)=O. Product: [NH2:10][C:11]1[C:12]([C:24]([NH:26][C:27]2[CH:28]=[N:29][CH:30]=[CH:31][C:32]=2[N:33]2[CH2:38][CH2:37][CH2:36][C@H:35]([NH2:39])[CH2:34]2)=[O:25])=[N:13][C:14]2[C:19]([CH:20]=1)=[CH:18][CH:17]=[C:16]([CH:21]([F:54])[CH3:22])[CH:15]=2. The catalyst class is: 2. (2) Reactant: Br[C:2]1[C:7]([N+:8]([O-:10])=[O:9])=[CH:6][C:5]([Br:11])=[CH:4][N:3]=1.[CH3:12][N:13](C)C(=O)C. Product: [Br:11][C:5]1[CH:6]=[C:7]([N+:8]([O-:10])=[O:9])[C:2]([C:12]#[N:13])=[N:3][CH:4]=1. The catalyst class is: 6. (3) Reactant: [CH3:1][O:2][C:3]1[CH:8]=[CH:7][CH:6]=[CH:5][C:4]=1[N:9]1[CH2:14][CH2:13][NH:12][CH2:11][CH2:10]1.Br[CH2:16][CH2:17][CH2:18][C:19]([O:21][CH2:22][CH3:23])=[O:20].C([O-])([O-])=O.[K+].[K+]. Product: [CH3:1][O:2][C:3]1[CH:8]=[CH:7][CH:6]=[CH:5][C:4]=1[N:9]1[CH2:14][CH2:13][N:12]([CH2:16][CH2:17][CH2:18][C:19]([O:21][CH2:22][CH3:23])=[O:20])[CH2:11][CH2:10]1. The catalyst class is: 10. (4) Reactant: [F:1][C:2]1[CH:7]=[C:6]([CH:8]2[C:13]3=[N:14][S:15](=[O:19])(=[O:18])[CH2:16][CH2:17][N:12]3[CH2:11][CH2:10][NH:9]2)[CH:5]=[CH:4][C:3]=1[C:20]1[CH:25]=[CH:24][CH:23]=[CH:22][CH:21]=1.[C:26](O[C:26]([O:28][C:29]([CH3:32])([CH3:31])[CH3:30])=[O:27])([O:28][C:29]([CH3:32])([CH3:31])[CH3:30])=[O:27]. Product: [F:1][C:2]1[CH:7]=[C:6]([CH:8]2[C:13]3=[N:14][S:15](=[O:19])(=[O:18])[CH2:16][CH2:17][N:12]3[CH2:11][CH2:10][N:9]2[C:26]([O:28][C:29]([CH3:32])([CH3:31])[CH3:30])=[O:27])[CH:5]=[CH:4][C:3]=1[C:20]1[CH:25]=[CH:24][CH:23]=[CH:22][CH:21]=1. The catalyst class is: 1. (5) Reactant: CON(C)[C:4]([CH:6]1[CH2:15][CH2:14][C:9]2([O:13][CH2:12][CH2:11][O:10]2)[CH2:8][CH2:7]1)=[O:5].C[Mg+].[Br-].[CH2:20](OCC)C.[NH4+].[Cl-]. Product: [O:10]1[C:9]2([CH2:8][CH2:7][CH:6]([C:4](=[O:5])[CH3:20])[CH2:15][CH2:14]2)[O:13][CH2:12][CH2:11]1. The catalyst class is: 1. (6) Reactant: [CH:1]1([C:5](=O)[CH2:6][C:7]#[N:8])[CH2:4][CH2:3][CH2:2]1.Cl.[C:11]([NH:15][NH2:16])([CH3:14])([CH3:13])[CH3:12]. Product: [CH:1]1([C:5]2[CH:6]=[C:7]([NH2:8])[N:15]([C:11]([CH3:14])([CH3:13])[CH3:12])[N:16]=2)[CH2:4][CH2:3][CH2:2]1. The catalyst class is: 8.